Dataset: Catalyst prediction with 721,799 reactions and 888 catalyst types from USPTO. Task: Predict which catalyst facilitates the given reaction. (1) Reactant: C([O:9][CH2:10][CH2:11][O:12][CH2:13][CH2:14][N:15]1[C:23]2[C:22](Cl)=[N:21][CH:20]=[N:19][C:18]=2[CH:17]=[CH:16]1)(=O)C1C=CC=CC=1.[Cl:25][C:26]1[CH:27]=[C:28]([CH:30]=[CH:31][C:32]=1[O:33][C:34]1[CH:39]=[CH:38][CH:37]=[C:36]([O:40][C:41]([F:46])([F:45])[CH:42]([F:44])[F:43])[CH:35]=1)[NH2:29].C(=O)([O-])O.[Na+]. Product: [Cl:25][C:26]1[CH:27]=[C:28]([NH:29][C:22]2[C:23]3[N:15]([CH2:14][CH2:13][O:12][CH2:11][CH2:10][OH:9])[CH:16]=[CH:17][C:18]=3[N:19]=[CH:20][N:21]=2)[CH:30]=[CH:31][C:32]=1[O:33][C:34]1[CH:39]=[CH:38][CH:37]=[C:36]([O:40][C:41]([F:46])([F:45])[CH:42]([F:44])[F:43])[CH:35]=1. The catalyst class is: 32. (2) Reactant: [I-].C[S+](C)(C)=O.[CH3:7]C([O-])(C)C.[K+].[CH2:13]=[C:14]1[C:27](=[O:28])[N:17]2[C@@H:18]([C:21]3[CH:26]=[CH:25][CH:24]=[CH:23][CH:22]=3)[O:19][CH2:20][C@@H:16]2[CH2:15]1. Product: [C:21]1([C@@H:18]2[N:17]3[C:27](=[O:28])[C:14]4([CH2:7][CH2:13]4)[CH2:15][C@H:16]3[CH2:20][O:19]2)[CH:22]=[CH:23][CH:24]=[CH:25][CH:26]=1. The catalyst class is: 1. (3) The catalyst class is: 25. Product: [Cl:1][C:2]1[CH:7]=[C:6]([Cl:8])[CH:5]=[CH:4][C:3]=1[C:9]1[C:10](=[O:11])[N:12]([C:13]2[CH:18]=[CH:17][CH:16]=[CH:15][CH:14]=2)[C:19]2([CH2:20][CH2:21][N:22]([O:25][CH3:26])[CH2:23][CH2:24]2)[C:27]=1[OH:28]. Reactant: [Cl:1][C:2]1[CH:7]=[C:6]([Cl:8])[CH:5]=[CH:4][C:3]=1[CH2:9][C:10]([N:12]([C:19]1([C:27](NC2C=CC=CC=2)=[O:28])[CH2:24][CH2:23][N:22]([O:25][CH3:26])[CH2:21][CH2:20]1)[C:13]1[CH:18]=[CH:17][CH:16]=[CH:15][CH:14]=1)=[O:11].CC(C)([O-])C.[K+].CN(C=O)C. (4) Reactant: N(C(C)C)C(C)C.C([Li])CCC.[S:13]1[CH:17]=[CH:16][N:15]=[C:14]1[SH:18].[F:19][C:20]([F:26])([F:25])[C:21](=[O:24])[CH2:22][CH3:23]. The catalyst class is: 1. Product: [F:19][C:20]([F:26])([F:25])[C:21]([C:17]1[S:13][C:14]([SH:18])=[N:15][CH:16]=1)([OH:24])[CH2:22][CH3:23]. (5) Reactant: COC([CH:5]1[C:10](=[O:11])[CH:9]2[N:12]([C:13]([O:15][C:16]([CH3:19])([CH3:18])[CH3:17])=[O:14])[CH:6]1[CH2:7][CH2:8]2)=O.Cl.C(OC(OC(OC(C)(C)C)=O)=O)(C)(C)C. Product: [C:16]([O:15][C:13]([N:12]1[CH:6]2[CH2:7][CH2:8][CH:9]1[C:10](=[O:11])[CH2:5]2)=[O:14])([CH3:19])([CH3:17])[CH3:18]. The catalyst class is: 229. (6) Reactant: F[B-](F)(F)F.C[N+:7](C)=C(N(C)C)ON1C2C=CC=CC=2N=N1.[C:23]([C:25]1[CH:30]=[CH:29][C:28]([CH:31]2[N:36]([CH2:37][C:38](O)=[O:39])[C:35](=[O:41])[N:34]([C:42]3[CH:47]=[CH:46][CH:45]=[C:44]([C:48]([F:51])([F:50])[F:49])[CH:43]=3)[C:33]3[CH2:52][CH2:53][C:54](=[O:55])[C:32]2=3)=[CH:27][CH:26]=1)#[N:24].C(N(CC)C(C)C)(C)C.N. Product: [C:23]([C:25]1[CH:26]=[CH:27][C:28]([CH:31]2[N:36]([CH2:37][C:38]([NH2:7])=[O:39])[C:35](=[O:41])[N:34]([C:42]3[CH:47]=[CH:46][CH:45]=[C:44]([C:48]([F:49])([F:51])[F:50])[CH:43]=3)[C:33]3[CH2:52][CH2:53][C:54](=[O:55])[C:32]2=3)=[CH:29][CH:30]=1)#[N:24]. The catalyst class is: 9. (7) Reactant: [CH2:1]([O:8][C@@H:9]1[C@@H:14]([O:15][CH2:16][C:17]2[CH:22]=[CH:21][CH:20]=[CH:19][CH:18]=2)[C@H:13]([O:23][CH2:24][C:25]2[CH:30]=[CH:29][CH:28]=[CH:27][CH:26]=2)[C@@H:12]([CH2:31][O:32][CH2:33][C:34]2[CH:39]=[CH:38][CH:37]=[CH:36][CH:35]=2)[O:11][C@@H:10]1[CH2:40][CH2:41][CH2:42][CH2:43]O)[C:2]1[CH:7]=[CH:6][CH:5]=[CH:4][CH:3]=1.C1C=CC(P(C2C=CC=CC=2)C2C=CC=CC=2)=CC=1.CC(OC(/N=N/C(OC(C)C)=O)=O)C.P([N:94]=[N+:95]=[N-:96])(OC1C=CC=CC=1)(OC1C=CC=CC=1)=O. Product: [N:94]([CH2:43][CH2:42][CH2:41][CH2:40][C@H:10]1[O:11][C@H:12]([CH2:31][O:32][CH2:33][C:34]2[CH:35]=[CH:36][CH:37]=[CH:38][CH:39]=2)[C@@H:13]([O:23][CH2:24][C:25]2[CH:26]=[CH:27][CH:28]=[CH:29][CH:30]=2)[C@H:14]([O:15][CH2:16][C:17]2[CH:22]=[CH:21][CH:20]=[CH:19][CH:18]=2)[C@H:9]1[O:8][CH2:1][C:2]1[CH:7]=[CH:6][CH:5]=[CH:4][CH:3]=1)=[N+:95]=[N-:96]. The catalyst class is: 1. (8) Reactant: [F:1][C:2]1[CH:7]=[CH:6][C:5]([C:8]2[CH:13]=[CH:12][CH:11]=[CH:10][CH:9]=2)=[CH:4][CH:3]=1.Cl[S:15]([OH:18])(=[O:17])=[O:16]. Product: [F:1][C:2]1[CH:3]=[CH:4][C:5]([C:8]2[C:13]([S:15]([OH:18])(=[O:17])=[O:16])=[CH:12][CH:11]=[CH:10][CH:9]=2)=[CH:6][CH:7]=1. The catalyst class is: 22. (9) Reactant: [CH3:1][C:2]1[CH:3]=[N:4][CH:5]=[C:6]([CH:10]=1)[C:7](Cl)=[O:8].C[C:12]1[CH:13]=[N:14][CH:15]=[C:16]([CH:20]=1)C(O)=O.C([N:23]([CH2:26]C)CC)C.C[N:29](C)C=O. Product: [N:14]1[CH:13]=[CH:12][CH:20]=[CH:16][C:15]=1[C:26]1[N:23]=[C:7]([C:6]2[CH:5]=[N:4][CH:3]=[C:2]([CH3:1])[CH:10]=2)[O:8][N:29]=1. The catalyst class is: 4.